The task is: Binary Classification. Given a drug SMILES string, predict its activity (active/inactive) in a high-throughput screening assay against a specified biological target.. This data is from HIV replication inhibition screening data with 41,000+ compounds from the AIDS Antiviral Screen. (1) The compound is C1#CCSCC#CCSC1. The result is 0 (inactive). (2) The molecule is Cn1c(=O)c2c(nc(NCCO)n2Cc2ccccc2)n(C)c1=O. The result is 0 (inactive).